From a dataset of Forward reaction prediction with 1.9M reactions from USPTO patents (1976-2016). Predict the product of the given reaction. Given the reactants [NH2:1][C:2]1[C:7]([OH:8])=[CH:6][CH:5]=[CH:4][N:3]=1.[CH2:9]([O:11][C:12]([N:14]=[C:15]=[S:16])=[O:13])[CH3:10], predict the reaction product. The product is: [OH:8][C:7]1[C:2]([NH:1][C:15]([NH:14][C:12]([O:11][CH2:9][CH3:10])=[O:13])=[S:16])=[N:3][CH:4]=[CH:5][CH:6]=1.